Dataset: Peptide-MHC class I binding affinity with 185,985 pairs from IEDB/IMGT. Task: Regression. Given a peptide amino acid sequence and an MHC pseudo amino acid sequence, predict their binding affinity value. This is MHC class I binding data. (1) The peptide sequence is PVTPVIPRV. The MHC is HLA-A02:01 with pseudo-sequence HLA-A02:01. The binding affinity (normalized) is 0.0847. (2) The peptide sequence is RSGCAHSRI. The MHC is Mamu-A02 with pseudo-sequence Mamu-A02. The binding affinity (normalized) is 0.394.